From a dataset of Drug-target binding data from BindingDB using Ki measurements. Regression. Given a target protein amino acid sequence and a drug SMILES string, predict the binding affinity score between them. We predict pKi (pKi = -log10(Ki in M); higher means stronger inhibition). Dataset: bindingdb_ki. (1) The drug is CC(C)(C)NC(=O)[C@@H]1CN(Cc2cccnc2)CCN1C[C@@H](O)C[C@@H](Cc1ccccc1)C(=O)N[C@H]1c2ccccc2C[C@H]1O. The target protein sequence is PQVTLWQRPLVTIKIGGQLREALLDTGADDTIFEEISLPGRWKPKMIGGIGGFIKVRQYDQIPIEICGHKVIGTVLVGPTPANIIGRNLMTQIGCTLNF. The pKi is 7.2. (2) The pKi is 5.0. The target is MLLARMKPQVQPELGGADQ. The drug is C=CCN1CC[C@]23c4c5ccc(O)c4O[C@H]2C(=O)CC[C@@]3(O)[C@H]1C5.